Dataset: Full USPTO retrosynthesis dataset with 1.9M reactions from patents (1976-2016). Task: Predict the reactants needed to synthesize the given product. Given the product [CH3:27][N:28]([CH3:32])[CH2:29][CH2:30][N:6]([C:7]1[C:12]([CH3:13])=[N:11][C:10]([C:14]2[C:19]([O:20][CH3:21])=[CH:18][C:17]([CH3:22])=[CH:16][C:15]=2[CH3:23])=[N:9][C:8]=1[O:24][CH3:25])[C:4]([CH:1]1[CH2:3][CH2:2]1)=[O:5], predict the reactants needed to synthesize it. The reactants are: [CH:1]1([C:4]([NH:6][C:7]2[C:8]([O:24][CH3:25])=[N:9][C:10]([C:14]3[C:19]([O:20][CH3:21])=[CH:18][C:17]([CH3:22])=[CH:16][C:15]=3[CH3:23])=[N:11][C:12]=2[CH3:13])=[O:5])[CH2:3][CH2:2]1.Cl.[CH3:27][N:28]([CH3:32])[CH2:29][CH2:30]Cl.[H-].[Na+].